Dataset: NCI-60 drug combinations with 297,098 pairs across 59 cell lines. Task: Regression. Given two drug SMILES strings and cell line genomic features, predict the synergy score measuring deviation from expected non-interaction effect. Drug 1: CC1C(C(CC(O1)OC2CC(CC3=C2C(=C4C(=C3O)C(=O)C5=C(C4=O)C(=CC=C5)OC)O)(C(=O)C)O)N)O.Cl. Drug 2: C1=CN(C(=O)N=C1N)C2C(C(C(O2)CO)O)O.Cl. Cell line: SK-MEL-28. Synergy scores: CSS=25.5, Synergy_ZIP=-5.15, Synergy_Bliss=3.47, Synergy_Loewe=2.13, Synergy_HSA=4.67.